This data is from Forward reaction prediction with 1.9M reactions from USPTO patents (1976-2016). The task is: Predict the product of the given reaction. (1) Given the reactants [F:1][C:2]1[CH:17]=[CH:16][CH:15]=[CH:14][C:3]=1[O:4][C:5]1[CH:13]=[CH:12][C:8]([C:9](O)=[O:10])=[CH:7][CH:6]=1.FC1C=CC(C=O)=CC=1.[Cl:27]C1C=CC=C(F)C=1O, predict the reaction product. The product is: [Cl:27][C:14]1[CH:15]=[CH:16][CH:17]=[C:2]([F:1])[C:3]=1[O:4][C:5]1[CH:13]=[CH:12][C:8]([CH:9]=[O:10])=[CH:7][CH:6]=1. (2) Given the reactants [H-].[Na+].[C:3]1([OH:9])[CH:8]=[CH:7][CH:6]=[CH:5][CH:4]=1.[CH2:10]([N:17]1[CH2:22][CH2:21][CH:20]([CH2:23][CH2:24][NH:25][C:26]2[C:31]([CH3:32])=[C:30]([CH3:33])[N:29]=[C:28](Cl)[C:27]=2[N+:35]([O-:37])=[O:36])[CH2:19][CH2:18]1)[C:11]1[CH:16]=[CH:15][CH:14]=[CH:13][CH:12]=1.[O-]C1C=CC=CC=1, predict the reaction product. The product is: [CH2:10]([N:17]1[CH2:22][CH2:21][CH:20]([CH2:23][CH2:24][NH:25][C:26]2[C:27]([N+:35]([O-:37])=[O:36])=[C:28]([O:9][C:3]3[CH:8]=[CH:7][CH:6]=[CH:5][CH:4]=3)[N:29]=[C:30]([CH3:33])[C:31]=2[CH3:32])[CH2:19][CH2:18]1)[C:11]1[CH:16]=[CH:15][CH:14]=[CH:13][CH:12]=1. (3) Given the reactants [CH:1]1([NH:7][C:8]([C@H:10]2[O:15][CH2:14][C@@H:13]([CH2:16][CH3:17])[N:12](C(OC(C)(C)C)=O)[CH2:11]2)=[O:9])[CH2:6][CH2:5][CH2:4][CH2:3][CH2:2]1.O1CCOCC1.[ClH:31], predict the reaction product. The product is: [ClH:31].[CH:1]1([NH:7][C:8]([C@H:10]2[O:15][CH2:14][C@@H:13]([CH2:16][CH3:17])[NH:12][CH2:11]2)=[O:9])[CH2:2][CH2:3][CH2:4][CH2:5][CH2:6]1. (4) The product is: [C:1]([C:3]([C:6]1[CH:7]=[C:8]([CH:37]=[CH:38][CH:39]=1)[C:9]([NH:11][C:12]1[CH:13]=[CH:14][C:15]([CH3:36])=[C:16]([NH:18][C:19]([C:21]2[S:35][C:24]3=[N:25][CH:26]=[C:27]([C:45]4[CH:46]=[N:47][C:42]([N:41]([CH3:40])[CH3:57])=[N:43][CH:44]=4)[N:28]=[C:23]3[CH:22]=2)=[O:20])[CH:17]=1)=[O:10])([CH3:5])[CH3:4])#[N:2]. Given the reactants [C:1]([C:3]([C:6]1[CH:7]=[C:8]([CH:37]=[CH:38][CH:39]=1)[C:9]([NH:11][C:12]1[CH:13]=[CH:14][C:15]([CH3:36])=[C:16]([NH:18][C:19]([C:21]2[S:35][C:24]3=[N:25][CH:26]=[C:27](C4C=NC=CC=4)[N:28]=[C:23]3[CH:22]=2)=[O:20])[CH:17]=1)=[O:10])([CH3:5])[CH3:4])#[N:2].[CH3:40][N:41]([CH3:57])[C:42]1[N:47]=[CH:46][C:45](B2OC(C)(C)C(C)(C)O2)=[CH:44][N:43]=1, predict the reaction product. (5) Given the reactants [NH2:1][C:2]1[C:3]([C:10]([OH:12])=[O:11])=[N:4][C:5]([Cl:9])=[C:6]([NH2:8])[N:7]=1.F[P-](F)(F)(F)(F)F.[C:20]([N+:24]1O[C:26]([CH3:29])=[CH:27][CH:28]=1)([CH3:23])([CH3:22])[CH3:21].C(N(CC)CC)C.CN(C=[O:41])C, predict the reaction product. The product is: [NH2:1][C:2]1[C:3]([C:10]([O:12][C:26]([CH3:29])=[CH:27][C:28](=[O:41])[NH:24][C:20]([CH3:23])([CH3:22])[CH3:21])=[O:11])=[N:4][C:5]([Cl:9])=[C:6]([NH2:8])[N:7]=1. (6) The product is: [CH3:26][O:25][CH2:24][CH2:23][O:22][CH2:21][C:18]1([S:15]([NH2:14])(=[O:17])=[O:16])[CH2:20][CH2:19]1. Given the reactants C(O)(C(F)(F)F)=O.C(OC(=O)[NH:14][S:15]([C:18]1([CH2:21][O:22][CH2:23][CH2:24][O:25][CH3:26])[CH2:20][CH2:19]1)(=[O:17])=[O:16])(C)(C)C, predict the reaction product. (7) Given the reactants [CH3:1][C:2]1[CH:7]=[CH:6][C:5]([S:8]([O:11][CH2:12][CH:13]2[CH2:17][C:16]3[CH:18]=[CH:19][CH:20]=[C:21](OS(C(F)(F)F)(=O)=O)[C:15]=3[O:14]2)(=[O:10])=[O:9])=[CH:4][CH:3]=1.[Cl:30][C:31]1[CH:32]=[C:33](B(O)O)[CH:34]=[CH:35][C:36]=1[F:37].P([O-])([O-])([O-])=O.[K+].[K+].[K+], predict the reaction product. The product is: [CH3:1][C:2]1[CH:7]=[CH:6][C:5]([S:8]([O:11][CH2:12][CH:13]2[CH2:17][C:16]3[CH:18]=[CH:19][CH:20]=[C:21]([C:33]4[CH:34]=[CH:35][C:36]([F:37])=[C:31]([Cl:30])[CH:32]=4)[C:15]=3[O:14]2)(=[O:9])=[O:10])=[CH:4][CH:3]=1. (8) Given the reactants [C:1]1([C:7]2[NH:8][CH:9]=[CH:10][N:11]=2)[CH:6]=[CH:5][CH:4]=[CH:3][CH:2]=1.[H-].[Na+].[CH2:14](Cl)[O:15][CH2:16][C:17]1[CH:22]=[CH:21][CH:20]=[CH:19][CH:18]=1, predict the reaction product. The product is: [CH2:16]([O:15][CH2:14][N:11]1[CH:10]=[CH:9][N:8]=[C:7]1[C:1]1[CH:2]=[CH:3][CH:4]=[CH:5][CH:6]=1)[C:17]1[CH:22]=[CH:21][CH:20]=[CH:19][CH:18]=1. (9) Given the reactants C(N(CC)C(C)C)(C)C.[Br:10][C:11]1[CH:20]=[C:19]2[C:14]([NH:15][C@@H:16]([CH3:30])[CH2:17][N:18]2[C:21]2[O:22][C:23]3[CH:29]=[CH:28][CH:27]=[CH:26][C:24]=3[N:25]=2)=[CH:13][CH:12]=1.[CH:31]1([C:34](Cl)=[O:35])[CH2:33][CH2:32]1, predict the reaction product. The product is: [O:22]1[C:23]2[CH:29]=[CH:28][CH:27]=[CH:26][C:24]=2[N:25]=[C:21]1[N:18]1[C:19]2[C:14](=[CH:13][CH:12]=[C:11]([Br:10])[CH:20]=2)[N:15]([C:34]([CH:31]2[CH2:33][CH2:32]2)=[O:35])[C@@H:16]([CH3:30])[CH2:17]1. (10) Given the reactants [Br:1][C:2]1[CH:7]=[CH:6][C:5]([OH:8])=[CH:4][CH:3]=1.Br[CH2:10][CH2:11][CH2:12][Cl:13], predict the reaction product. The product is: [Br:1][C:2]1[CH:7]=[CH:6][C:5]([O:8][CH2:10][CH2:11][CH2:12][Cl:13])=[CH:4][CH:3]=1.